Task: Regression/Classification. Given a drug SMILES string, predict its absorption, distribution, metabolism, or excretion properties. Task type varies by dataset: regression for continuous measurements (e.g., permeability, clearance, half-life) or binary classification for categorical outcomes (e.g., BBB penetration, CYP inhibition). Dataset: cyp2d6_veith.. Dataset: CYP2D6 inhibition data for predicting drug metabolism from PubChem BioAssay (1) The result is 1 (inhibitor). The compound is Cl.O=C(CN1CCN(c2ncccn2)CC1)NCCC1=CCCCC1. (2) The compound is CCCCC(=O)Nc1sc2c(c1C(=O)OCC)CCC(C=O)=C2Cl. The result is 0 (non-inhibitor).